From a dataset of Forward reaction prediction with 1.9M reactions from USPTO patents (1976-2016). Predict the product of the given reaction. (1) Given the reactants Cl.[NH2:2][CH2:3][C:4]([C:6]1[CH:11]=[CH:10][CH:9]=[CH:8][CH:7]=1)=[O:5].[CH3:12][S:13](Cl)(=[O:15])=[O:14], predict the reaction product. The product is: [O:5]=[C:4]([C:6]1[CH:11]=[CH:10][CH:9]=[CH:8][CH:7]=1)[CH2:3][NH:2][S:13]([CH3:12])(=[O:15])=[O:14]. (2) Given the reactants [Li+].CC([N-]C(C)C)C.CCCCCCC.C1COCC1.C(C1C=CC=CC=1)C.[Br:29][C:30]1[CH:35]=[CH:34][C:33]([F:36])=[CH:32][CH:31]=1.[F:37][CH2:38][C:39](OCC)=[O:40], predict the reaction product. The product is: [Br:29][C:30]1[CH:35]=[CH:34][C:33]([F:36])=[C:32]([C:39](=[O:40])[CH2:38][F:37])[CH:31]=1. (3) Given the reactants [Mg].II.COS(=O)(=O)[O:7][CH3:8].BrBr.Br[C:14]1[CH:21]=[CH:20][CH:19]=[CH:18][C:15]=1[CH:16]=O.Cl, predict the reaction product. The product is: [CH3:16][C:15]1[CH:18]=[CH:19][CH:20]=[CH:21][C:14]=1[CH:8]=[O:7]. (4) Given the reactants [F:1][C:2]1[CH:7]=[CH:6][C:5]([C@H:8]([OH:15])[CH2:9][CH2:10][C:11]([O:13]C)=[O:12])=[CH:4][C:3]=1[CH3:16].[OH-].[K+], predict the reaction product. The product is: [F:1][C:2]1[CH:7]=[CH:6][C:5]([C@H:8]([OH:15])[CH2:9][CH2:10][C:11]([OH:13])=[O:12])=[CH:4][C:3]=1[CH3:16]. (5) Given the reactants [NH2:1][CH:2]([C:4]1[CH:9]=[CH:8][C:7]([N:10]2[C:18]3[C:13](=[CH:14][CH:15]=[CH:16][CH:17]=3)[C:12]([Cl:19])=[C:11]2[C:20]([N:22]2[CH2:26][CH2:25][CH2:24][CH2:23]2)=[O:21])=[CH:6][CH:5]=1)[CH3:3].[F:27][C:28]([F:39])([F:38])[C:29]([NH:31][C:32]1([C:35](O)=[O:36])[CH2:34][CH2:33]1)=[O:30].C(Cl)CCl.C(N(CC)CC)C, predict the reaction product. The product is: [Cl:19][C:12]1[C:13]2[C:18](=[CH:17][CH:16]=[CH:15][CH:14]=2)[N:10]([C:7]2[CH:8]=[CH:9][C:4]([CH:2]([NH:1][C:35]([C:32]3([NH:31][C:29](=[O:30])[C:28]([F:27])([F:38])[F:39])[CH2:33][CH2:34]3)=[O:36])[CH3:3])=[CH:5][CH:6]=2)[C:11]=1[C:20]([N:22]1[CH2:23][CH2:24][CH2:25][CH2:26]1)=[O:21]. (6) The product is: [Cl:19][C:18]1[C:13]2[N:12]([CH3:20])[O:11][C@H:10]3[NH:21][C@H:22]([C:24]([O:26][C@@H:27]4[C@:36]5([OH:37])[C@H:31]([C@H:32]([C:39]([CH3:43])=[C:40]([F:42])[F:41])[CH2:33][CH2:34][C@H:35]5[CH3:38])[CH:30]=[C:29]([CH3:44])[C@H:28]4[O:45][C:46](=[O:48])[CH3:47])=[O:25])[CH2:23][C@@:9]3([OH:8])[C:14]=2[CH:15]=[CH:16][CH:17]=1. Given the reactants C(OC([O:8][C@@:9]12[CH2:23][C@@H:22]([C:24]([O:26][C@H:27]3[C@@:36]4([OH:37])[C@H:31]([C@H:32]([C:39]([CH3:43])=[C:40]([F:42])[F:41])[CH2:33][CH2:34][C@@H:35]4[CH3:38])[CH:30]=[C:29]([CH3:44])[C@H:28]3[O:45][C:46](=[O:48])[CH3:47])=[O:25])[N:21](C(OC(C)(C)C)=O)[C@@H:10]1[O:11][N:12]([CH3:20])[C:13]1[C:18]([Cl:19])=[CH:17][CH:16]=[CH:15][C:14]=12)=O)(C)(C)C.Cl, predict the reaction product. (7) Given the reactants Br[C:2]1[O:3][CH:4]=[CH:5][C:6]=1Br.C([Li])CCC.[B:13](OC(C)C)([O:18]C(C)C)[O:14]C(C)C.Cl.[CH2:27]([O:29]CC)[CH3:28], predict the reaction product. The product is: [C:27]([C:2]1[O:3][CH:4]=[CH:5][C:6]=1[B:13]([OH:18])[OH:14])(=[O:29])[CH3:28].